Dataset: Ames mutagenicity test results for genotoxicity prediction. Task: Regression/Classification. Given a drug SMILES string, predict its toxicity properties. Task type varies by dataset: regression for continuous values (e.g., LD50, hERG inhibition percentage) or binary classification for toxic/non-toxic outcomes (e.g., AMES mutagenicity, cardiotoxicity, hepatotoxicity). Dataset: ames. (1) The drug is CCOP(=S)(OCC)S[C@@H]1OCCO[C@H]1SP(=S)(OCC)OCC. The result is 1 (mutagenic). (2) The compound is O=C(NO)c1ccc(O)c(O)c1. The result is 1 (mutagenic). (3) The molecule is C=C(C)C1CCC2(C)OC2C1. The result is 0 (non-mutagenic). (4) The molecule is O=[N+]([O-])c1ccc2ccc3c(O)ccc4ccc1c2c43. The result is 1 (mutagenic). (5) The drug is NCN. The result is 1 (mutagenic).